This data is from Full USPTO retrosynthesis dataset with 1.9M reactions from patents (1976-2016). The task is: Predict the reactants needed to synthesize the given product. Given the product [Cl:3][C:4]1[CH:9]=[C:8]([C:10]2[NH:11][C:12]([S:22][CH2:24][C:25]3[CH:30]=[CH:29][C:28]([S:31]([CH3:33])=[O:32])=[CH:27][CH:26]=3)=[N:13][C:14]=2[C:15]2[CH:20]=[CH:19][C:18]([F:21])=[CH:17][CH:16]=2)[CH:7]=[CH:6][N:5]=1, predict the reactants needed to synthesize it. The reactants are: [H-].[Na+].[Cl:3][C:4]1[CH:9]=[C:8]([C:10]2[NH:11][C:12](=[S:22])[NH:13][C:14]=2[C:15]2[CH:20]=[CH:19][C:18]([F:21])=[CH:17][CH:16]=2)[CH:7]=[CH:6][N:5]=1.Cl[CH2:24][C:25]1[CH:30]=[CH:29][C:28]([S:31]([CH3:33])=[O:32])=[CH:27][CH:26]=1.